Task: Predict which catalyst facilitates the given reaction.. Dataset: Catalyst prediction with 721,799 reactions and 888 catalyst types from USPTO (1) Reactant: P(Cl)(Cl)(Cl)=O.[Br:6][C:7]1[CH:8]=[C:9]([CH3:17])[C:10]([OH:16])=[C:11]([CH:15]=1)/[CH:12]=[N:13]\O. Product: [Br:6][C:7]1[CH:8]=[C:9]([CH3:17])[C:10]([OH:16])=[C:11]([CH:15]=1)[C:12]#[N:13]. The catalyst class is: 3. (2) The catalyst class is: 350. Reactant: [N+:1]([C:4]1[C:5]([OH:11])=[N:6][CH:7]=[CH:8][C:9]=1[OH:10])([O-])=O. Product: [NH2:1][C:4]1[C:5]([OH:11])=[N:6][CH:7]=[CH:8][C:9]=1[OH:10]. (3) Reactant: C(OC([N:8]1[CH2:13][CH2:12][N:11]([CH2:14][CH:15]([OH:28])[CH2:16][O:17][C:18]2[CH:19]=[CH:20][C:21]3[S:25][C:24]([CH3:26])=[N:23][C:22]=3[CH:27]=2)[CH2:10][CH2:9]1)=O)(C)(C)C. Product: [CH3:26][C:24]1[S:25][C:21]2[CH:20]=[CH:19][C:18]([O:17][CH2:16][CH:15]([OH:28])[CH2:14][N:11]3[CH2:10][CH2:9][NH:8][CH2:13][CH2:12]3)=[CH:27][C:22]=2[N:23]=1. The catalyst class is: 89. (4) Reactant: [CH:1]1[C:13]2[NH:12][C:11]3[C:6](=[CH:7][CH:8]=[CH:9][CH:10]=3)[C:5]=2[C:4]([OH:14])=[CH:3][CH:2]=1.[CH2:15](Br)[C:16]1[CH:21]=[CH:20][CH:19]=[CH:18][CH:17]=1.C(=O)([O-])[O-].[K+].[K+]. Product: [CH2:15]([O:14][C:4]1[C:5]2[C:6]3[C:11](=[CH:10][CH:9]=[CH:8][CH:7]=3)[NH:12][C:13]=2[CH:1]=[CH:2][CH:3]=1)[C:16]1[CH:21]=[CH:20][CH:19]=[CH:18][CH:17]=1. The catalyst class is: 131.